This data is from Retrosynthesis with 50K atom-mapped reactions and 10 reaction types from USPTO. The task is: Predict the reactants needed to synthesize the given product. (1) Given the product CCN(CC)CCc1ccc2ccn(-c3ccsc3)c2c1, predict the reactants needed to synthesize it. The reactants are: Brc1ccsc1.CCN(CC)CCc1ccc2cc[nH]c2c1. (2) Given the product CCCc1c(C(C)C)cc(C(C)C)c(C=O)c1-c1ccc(F)cc1OCc1ccccc1, predict the reactants needed to synthesize it. The reactants are: CCCc1c(C(C)C)cc(C(C)C)c(CO)c1-c1ccc(F)cc1OCc1ccccc1. (3) Given the product COc1c2c(c(OC(c3ccccc3)c3ccccc3)c3nccnc13)C(=O)N(Cc1ccc(F)cc1)C2O, predict the reactants needed to synthesize it. The reactants are: COc1c2c(c(OC(c3ccccc3)c3ccccc3)c3nccnc13)C(=O)N(Cc1ccc(F)cc1)C2=O. (4) Given the product O=C(O)C(F)(F)F, predict the reactants needed to synthesize it. The reactants are: CC(c1cc(F)c(Br)cc1F)N(CCNC(=O)OC(C)(C)C)C(=O)OCc1ccccc1. (5) Given the product CN(C)CCCN(C)S(=O)(=O)c1cnc(Cl)c(Cl)c1, predict the reactants needed to synthesize it. The reactants are: CNCCCN(C)C.O=S(=O)(Cl)c1cnc(Cl)c(Cl)c1. (6) Given the product COc1cc(OC)c2c(CNC(=O)OC(C)(C)C)ncc(C(=O)O)c2c1, predict the reactants needed to synthesize it. The reactants are: CCOC(=O)c1cnc(CNC(=O)OC(C)(C)C)c2c(OC)cc(OC)cc12. (7) Given the product CN(C(=O)c1ccc(Cl)cc1)[C@@H]1CCN(C(=O)C2CCN(C(=O)C3(O)CC3)CC2)C[C@H]1c1ccc(Cl)c(Cl)c1, predict the reactants needed to synthesize it. The reactants are: CN(C(=O)c1ccc(Cl)cc1)[C@@H]1CCN(C(=O)C2CCNCC2)C[C@H]1c1ccc(Cl)c(Cl)c1.O=C(O)C1(O)CC1. (8) Given the product CC(C)(C)OC(=O)N1CC=C(c2cccc([N+](=O)[O-])c2)CC1, predict the reactants needed to synthesize it. The reactants are: CC(C)(C)OC(=O)N1CC=C(B2OC(C)(C)C(C)(C)O2)CC1.O=[N+]([O-])c1cccc(Br)c1.